This data is from Full USPTO retrosynthesis dataset with 1.9M reactions from patents (1976-2016). The task is: Predict the reactants needed to synthesize the given product. (1) Given the product [CH:4]([C:5]1[S:9][CH:8]=[C:7]([CH:10]([N:14]2[CH:18]=[C:17]([C:19]3[C:20]4[CH:27]=[CH:26][N:25]([CH2:28][O:29][CH2:30][CH2:31][Si:32]([CH3:33])([CH3:35])[CH3:34])[C:21]=4[N:22]=[CH:23][N:24]=3)[CH:16]=[N:15]2)[CH2:11][C:12]#[N:13])[CH:6]=1)=[O:3], predict the reactants needed to synthesize it. The reactants are: C([O:3][CH:4](OCC)[C:5]1[S:9][CH:8]=[C:7]([CH:10]([N:14]2[CH:18]=[C:17]([C:19]3[C:20]4[CH:27]=[CH:26][N:25]([CH2:28][O:29][CH2:30][CH2:31][Si:32]([CH3:35])([CH3:34])[CH3:33])[C:21]=4[N:22]=[CH:23][N:24]=3)[CH:16]=[N:15]2)[CH2:11][C:12]#[N:13])[CH:6]=1)C.C1COCC1.Cl. (2) Given the product [CH:1]1([C:4]2[O:8][N:7]=[C:6]([C:9]3[C:10]([Cl:16])=[CH:11][CH:12]=[CH:13][C:14]=3[Cl:15])[C:5]=2[CH2:17][OH:18])[CH2:3][CH2:2]1, predict the reactants needed to synthesize it. The reactants are: [CH:1]1([C:4]2[O:8][N:7]=[C:6]([C:9]3[C:14]([Cl:15])=[CH:13][CH:12]=[CH:11][C:10]=3[Cl:16])[C:5]=2[C:17](OCC)=[O:18])[CH2:3][CH2:2]1.[H-].C([Al+]CC(C)C)C(C)C. (3) Given the product [NH:13]([N:25]=[N+:26]=[N-:27])[C@H:14]([C:22]([OH:24])=[O:23])[CH2:15][C:16]1[CH:21]=[CH:20][CH:19]=[CH:18][CH:17]=1.[N:13]([C@@H:14]([CH2:15][C:16]1[CH:17]=[CH:18][CH:19]=[CH:20][CH:21]=1)[C:22]([NH:60][CH2:53][C:54]1[CH:59]=[CH:58][CH:57]=[CH:56][CH:55]=1)=[O:24])=[N+:25]=[N-:26], predict the reactants needed to synthesize it. The reactants are: N[C@H](C(O)=O)CC1C=CC=CC=1.[NH:13]([N:25]=[N+:26]=[N-:27])[C@H:14]([C:22]([OH:24])=[O:23])[CH2:15][C:16]1[CH:21]=[CH:20][CH:19]=[CH:18][CH:17]=1.C1C=CC2N(O)N=NC=2C=1.C1CCC(N=C=NC2CCCCC2)CC1.[CH2:53]([NH2:60])[C:54]1[CH:59]=[CH:58][CH:57]=[CH:56][CH:55]=1.